Dataset: Forward reaction prediction with 1.9M reactions from USPTO patents (1976-2016). Task: Predict the product of the given reaction. (1) Given the reactants C[O:2][C:3](=[O:21])[CH2:4][C@@H:5]1[C:9]2=[CH:10][C:11]3[C:12]([CH:18]([CH3:20])[CH3:19])=[CH:13][C:14]([F:17])=[CH:15][C:16]=3[N:8]2[CH2:7][CH2:6]1.[CH:22]1[C:31]2[C:26](=[CH:27][CH:28]=[CH:29][CH:30]=2)[CH:25]=[CH:24][C:23]=1[C:32](Cl)=[O:33], predict the reaction product. The product is: [F:17][C:14]1[CH:13]=[C:12]([CH:18]([CH3:19])[CH3:20])[C:11]2[C:10]([C:32]([C:23]3[CH:24]=[CH:25][C:26]4[C:31](=[CH:30][CH:29]=[CH:28][CH:27]=4)[CH:22]=3)=[O:33])=[C:9]3[C@@H:5]([CH2:4][C:3]([OH:2])=[O:21])[CH2:6][CH2:7][N:8]3[C:16]=2[CH:15]=1. (2) Given the reactants Cl[C:2]1[N:10]=[C:9]2[C:5]([N:6]=[C:7]([O:18]C)[N:8]2[CH2:11][CH:12]2[CH2:17][CH2:16][O:15][CH2:14][CH2:13]2)=[C:4]([NH2:20])[N:3]=1.[CH3:21][CH:22]([CH3:26])[CH2:23][CH2:24][NH2:25], predict the reaction product. The product is: [NH2:20][C:4]1[N:3]=[C:2]([NH:25][CH2:24][CH2:23][CH:22]([CH3:26])[CH3:21])[N:10]=[C:9]2[C:5]=1[NH:6][C:7](=[O:18])[N:8]2[CH2:11][CH:12]1[CH2:17][CH2:16][O:15][CH2:14][CH2:13]1. (3) Given the reactants C(OC([N:8]1[CH2:11][CH:10]([N:12]2[CH2:17][CH2:16][NH:15][C:14](=[O:18])[CH2:13]2)[CH2:9]1)=O)(C)(C)C.C(O)(C(F)(F)F)=O, predict the reaction product. The product is: [NH:8]1[CH2:9][CH:10]([N:12]2[CH2:17][CH2:16][NH:15][C:14](=[O:18])[CH2:13]2)[CH2:11]1. (4) Given the reactants [N:1]1([CH2:6][CH2:7][CH2:8][NH2:9])[CH:5]=[CH:4][N:3]=[CH:2]1.[F:10][C:11]1[CH:18]=[CH:17][CH:16]=[CH:15][C:12]=1[CH:13]=O.[O:19]([C:21]#[N:22])[K].Cl.N1C=CC=CC=1.[N+:30]([CH2:32][CH2:33][C:34]1[C:42]2[C:37](=[CH:38][CH:39]=[CH:40][CH:41]=2)[NH:36][CH:35]=1)#[C-:31], predict the reaction product. The product is: [F:10][C:11]1[CH:18]=[CH:17][CH:16]=[CH:15][C:12]=1[CH:13]1[N:9]([CH2:8][CH2:7][CH2:6][N:1]2[CH:5]=[CH:4][N:3]=[CH:2]2)[C:21](=[O:19])[NH:22][C:31]1=[N:30][CH2:32][CH2:33][C:34]1[C:42]2[C:37](=[CH:38][CH:39]=[CH:40][CH:41]=2)[NH:36][CH:35]=1. (5) Given the reactants [F:1][C:2]1[CH:3]=[C:4]([NH:13][C:14]([C@@H:16]2[N:25]([C:26]([C@H:28]3[CH2:30][C@@H:29]3[CH2:31][C:32]([O:34]CC3C=CC=CC=3)=[O:33])=[O:27])[CH2:24][CH2:23][C:22]3[N:21]=[C:20]([O:42][CH3:43])[CH:19]=[CH:18][C:17]2=3)=[O:15])[CH:5]=[C:6]([F:12])[C:7]=1[Si:8]([CH3:11])([CH3:10])[CH3:9], predict the reaction product. The product is: [F:1][C:2]1[CH:3]=[C:4]([NH:13][C:14]([C@@H:16]2[N:25]([C:26]([CH:28]3[CH2:30][CH:29]3[CH2:31][C:32]([OH:34])=[O:33])=[O:27])[CH2:24][CH2:23][C:22]3[N:21]=[C:20]([O:42][CH3:43])[CH:19]=[CH:18][C:17]2=3)=[O:15])[CH:5]=[C:6]([F:12])[C:7]=1[Si:8]([CH3:11])([CH3:9])[CH3:10]. (6) Given the reactants Br[C:2]1[CH:3]=[C:4]([CH2:8][CH2:9][C:10]([N:12]([CH:22]([CH3:24])[CH3:23])[NH:13][C:14](=[O:21])[C:15]2[CH:20]=[CH:19][CH:18]=[CH:17][CH:16]=2)=[O:11])[CH:5]=[CH:6][CH:7]=1.C([O-])([O-])=O.[Na+].[Na+].[C:31]1(B(O)O)[CH:36]=[CH:35][CH:34]=[CH:33][CH:32]=1, predict the reaction product. The product is: [C:2]1([C:31]2[CH:36]=[CH:35][CH:34]=[CH:33][CH:32]=2)[CH:7]=[CH:6][CH:5]=[C:4]([CH2:8][CH2:9][C:10]([N:12]([CH:22]([CH3:24])[CH3:23])[NH:13][C:14](=[O:21])[C:15]2[CH:20]=[CH:19][CH:18]=[CH:17][CH:16]=2)=[O:11])[CH:3]=1. (7) Given the reactants [Cl:1][C:2]1[CH:3]=[C:4]([C:12]2[N:16]=[C:15]([C:17]3[CH:22]=[CH:21][C:20]([NH:23][C@H:24]4[CH2:28][CH2:27][C@@H:26]([C:29]([OH:31])=[O:30])[CH2:25]4)=[CH:19][CH:18]=3)[O:14][N:13]=2)[CH:5]=[CH:6][C:7]=1[O:8][CH:9]([CH3:11])[CH3:10].C=O.[C:34](O[BH-](OC(=O)C)OC(=O)C)(=O)C.[Na+], predict the reaction product. The product is: [Cl:1][C:2]1[CH:3]=[C:4]([C:12]2[N:16]=[C:15]([C:17]3[CH:22]=[CH:21][C:20]([N:23]([CH3:34])[C@H:24]4[CH2:28][CH2:27][C@@H:26]([C:29]([OH:31])=[O:30])[CH2:25]4)=[CH:19][CH:18]=3)[O:14][N:13]=2)[CH:5]=[CH:6][C:7]=1[O:8][CH:9]([CH3:11])[CH3:10].